Dataset: Reaction yield outcomes from USPTO patents with 853,638 reactions. Task: Predict the reaction yield, written as a fraction of the theoretical maximum amount of product (1.0 means a 100% yield; for example, 0.34 means a 34% yield). (1) The reactants are [CH:1]1([C:6]([OH:8])=O)[CH2:5][CH2:4][CH2:3][CH2:2]1.[NH2:9][C@@H:10]1[C@H:14]2[O:15][CH2:16][C@H:17]([NH:18][C:19](=[O:33])[C:20]3[CH:25]=[CH:24][CH:23]=[C:22]([O:26][C:27]4[CH:32]=[CH:31][CH:30]=[CH:29][CH:28]=4)[CH:21]=3)[C@H:13]2[O:12][CH2:11]1. No catalyst specified. The product is [CH:1]1([C:6]([NH:9][C@@H:10]2[C@H:14]3[O:15][CH2:16][C@H:17]([NH:18][C:19](=[O:33])[C:20]4[CH:25]=[CH:24][CH:23]=[C:22]([O:26][C:27]5[CH:28]=[CH:29][CH:30]=[CH:31][CH:32]=5)[CH:21]=4)[C@H:13]3[O:12][CH2:11]2)=[O:8])[CH2:2][CH2:3][CH2:4][CH2:5]1. The yield is 0.404. (2) The reactants are [Br:1][C:2]1[CH:3]=[C:4]([CH3:13])[CH:5]=[C:6]2[C:11]=1[N:10]=[CH:9][N:8]=[C:7]2Cl.C1(C)C=CC(S(NN)(=O)=O)=CC=1.C(=O)([O-])[O-].[Na+].[Na+]. The catalyst is ClCCl.O. The product is [Br:1][C:2]1[CH:3]=[C:4]([CH3:13])[CH:5]=[C:6]2[C:11]=1[N:10]=[CH:9][N:8]=[CH:7]2. The yield is 0.540. (3) The reactants are [NH2:1][C:2]1[N:3]=[CH:4][C:5]([C:9]([O:11][CH2:12][CH3:13])=[O:10])=[N:6][C:7]=1Br.[F:14][C:15]1[CH:27]=[C:26](B2OC(C)(C)C(C)(C)O2)[CH:25]=[CH:24][C:16]=1[C:17]([O:19][C:20]([CH3:23])([CH3:22])[CH3:21])=[O:18].C(Cl)Cl.C([O-])([O-])=O.[Na+].[Na+]. The catalyst is COCCOC.CCOC(C)=O.C1C=CC(P(C2C=CC=CC=2)[C-]2C=CC=C2)=CC=1.C1C=CC(P(C2C=CC=CC=2)[C-]2C=CC=C2)=CC=1.Cl[Pd]Cl.[Fe+2]. The product is [NH2:1][C:2]1[N:3]=[CH:4][C:5]([C:9]([O:11][CH2:12][CH3:13])=[O:10])=[N:6][C:7]=1[C:26]1[CH:25]=[CH:24][C:16]([C:17]([O:19][C:20]([CH3:22])([CH3:21])[CH3:23])=[O:18])=[C:15]([F:14])[CH:27]=1. The yield is 0.740. (4) The reactants are [CH3:1][O:2][C:3]1[CH:4]=[C:5]2[C:10](=[CH:11][C:12]=1[O:13][CH3:14])[N:9]=[CH:8][N:7]=[C:6]2[O:15][C:16]1[CH:22]=[CH:21][C:19]([NH2:20])=[C:18]([O:23][CH3:24])[CH:17]=1.C(N(CC)CC)C.ClC(Cl)(O[C:36](=[O:42])OC(Cl)(Cl)Cl)Cl.[CH2:44]([N:46]([CH2:50][CH3:51])[CH2:47][CH2:48][NH2:49])[CH3:45]. The catalyst is C(Cl)(Cl)Cl.O. The product is [CH2:44]([N:46]([CH2:50][CH3:51])[CH2:47][CH2:48][NH:49][C:36]([NH:20][C:19]1[CH:21]=[CH:22][C:16]([O:15][C:6]2[C:5]3[C:10](=[CH:11][C:12]([O:13][CH3:14])=[C:3]([O:2][CH3:1])[CH:4]=3)[N:9]=[CH:8][N:7]=2)=[CH:17][C:18]=1[O:23][CH3:24])=[O:42])[CH3:45]. The yield is 0.570. (5) The reactants are [NH2:1][C:2]1[S:3][C:4]2[C:9]([N:10]=1)=[CH:8][CH:7]=[C:6]([O:11][C:12]1[C:13]([Cl:33])=[CH:14][C:15]([F:32])=[C:16]([NH:18][C:19](=[O:31])[C:20]3[CH:25]=[CH:24][CH:23]=[C:22]([C:26]([C:29]#[N:30])([CH3:28])[CH3:27])[CH:21]=3)[CH:17]=1)[N:5]=2.CC(N(C)C)=O.[C:40]1(/[CH:46]=[CH:47]/[C:48](Cl)=[O:49])[CH:45]=[CH:44][CH:43]=[CH:42][CH:41]=1. The catalyst is N1C=CC=CC=1.C(OCC)(=O)C. The product is [Cl:33][C:13]1[C:12]([O:11][C:6]2[N:5]=[C:4]3[S:3][C:2]([NH:1][C:48](=[O:49])/[CH:47]=[CH:46]/[C:40]4[CH:45]=[CH:44][CH:43]=[CH:42][CH:41]=4)=[N:10][C:9]3=[CH:8][CH:7]=2)=[CH:17][C:16]([NH:18][C:19](=[O:31])[C:20]2[CH:25]=[CH:24][CH:23]=[C:22]([C:26]([C:29]#[N:30])([CH3:28])[CH3:27])[CH:21]=2)=[C:15]([F:32])[CH:14]=1. The yield is 0.860. (6) The reactants are [Si]([O:8][CH2:9][C:10]1[N:11]([CH3:46])[C:12]2[CH:13]=[C:14]3[CH:23]([CH3:24])[CH2:22][CH2:21][C:20]4[C:25]([OH:45])=[C:26]([C:41]([O:43][CH3:44])=[O:42])[C:27](=[O:40])[N:28]([CH2:29][C:30]5[CH:35]=[CH:34][C:33]([O:36][CH3:37])=[CH:32][C:31]=5[O:38][CH3:39])[C:19]=4[C:15]3=[CH:16][C:17]=2[CH:18]=1)(C(C)(C)C)(C)C.CCCC[N+](CCCC)(CCCC)CCCC.[F-]. The catalyst is C1COCC1. The product is [CH3:39][O:38][C:31]1[CH:32]=[C:33]([O:36][CH3:37])[CH:34]=[CH:35][C:30]=1[CH2:29][N:28]1[C:19]2[C:15]3=[CH:16][C:17]4[CH:18]=[C:10]([CH2:9][OH:8])[N:11]([CH3:46])[C:12]=4[CH:13]=[C:14]3[CH:23]([CH3:24])[CH2:22][CH2:21][C:20]=2[C:25]([OH:45])=[C:26]([C:41]([O:43][CH3:44])=[O:42])[C:27]1=[O:40]. The yield is 0.950. (7) The reactants are [C:1]1([CH:7]([C:20]2[CH:25]=[CH:24][CH:23]=[CH:22][CH:21]=2)[CH2:8][CH2:9][NH:10][C:11](=[O:19])[C:12]2[CH:17]=[CH:16][CH:15]=[N:14][C:13]=2F)[CH:6]=[CH:5][CH:4]=[CH:3][CH:2]=1.[N:26]1([CH2:32][CH2:33][NH2:34])[CH2:31][CH2:30][O:29][CH2:28][CH2:27]1. No catalyst specified. The product is [C:1]1([CH:7]([C:20]2[CH:25]=[CH:24][CH:23]=[CH:22][CH:21]=2)[CH2:8][CH2:9][NH:10][C:11](=[O:19])[C:12]2[CH:17]=[CH:16][CH:15]=[N:14][C:13]=2[NH:34][CH2:33][CH2:32][N:26]2[CH2:31][CH2:30][O:29][CH2:28][CH2:27]2)[CH:6]=[CH:5][CH:4]=[CH:3][CH:2]=1. The yield is 0.450. (8) The yield is 0.770. The product is [N:1]1[C:10]2[C:5](=[CH:6][C:7]([CH:11]([CH3:16])[C:12]([OH:14])=[O:13])=[CH:8][CH:9]=2)[CH:4]=[CH:3][CH:2]=1. No catalyst specified. The reactants are [N:1]1[C:10]2[C:5](=[CH:6][C:7]([CH:11]([CH3:16])[C:12]([O:14]C)=[O:13])=[CH:8][CH:9]=2)[CH:4]=[CH:3][CH:2]=1.CO.[OH-].[Na+].Cl.